This data is from Forward reaction prediction with 1.9M reactions from USPTO patents (1976-2016). The task is: Predict the product of the given reaction. (1) Given the reactants [CH2:1]([O:8][C:9]1[CH:10]=[C:11]2[C:16](=[CH:17][CH:18]=1)[C:15](=[O:19])[N:14]([CH2:20][CH:21]([CH3:23])[CH3:22])[C:13]([CH2:24][N:25]1C(=O)C3C(=CC=CC=3)C1=O)=[C:12]2[O:36][CH2:37][CH2:38][CH2:39][CH3:40])[C:2]1[CH:7]=[CH:6][CH:5]=[CH:4][CH:3]=1.O.NN.C(=O)([O-])O.[Na+].[C:57](O[C:57]([O:59][C:60]([CH3:63])([CH3:62])[CH3:61])=[O:58])([O:59][C:60]([CH3:63])([CH3:62])[CH3:61])=[O:58], predict the reaction product. The product is: [CH2:1]([O:8][C:9]1[CH:10]=[C:11]2[C:16](=[CH:17][CH:18]=1)[C:15](=[O:19])[N:14]([CH2:20][CH:21]([CH3:23])[CH3:22])[C:13]([CH2:24][NH:25][C:57](=[O:58])[O:59][C:60]([CH3:61])([CH3:62])[CH3:63])=[C:12]2[O:36][CH2:37][CH2:38][CH2:39][CH3:40])[C:2]1[CH:3]=[CH:4][CH:5]=[CH:6][CH:7]=1. (2) Given the reactants [Cl:1][C:2]1[CH:7]=[CH:6][C:5]([C:8](=[O:12])[C:9]([OH:11])=O)=[CH:4][CH:3]=1.CN(C)C=O.C(N1C=CN=C1)(N1C=CN=C1)=O.[CH3:30][O:31][C:32]1[CH:33]=[C:34]([C:40]2[CH:45]=[CH:44][CH:43]=[CH:42][C:41]=2[NH2:46])[CH:35]=[CH:36][C:37]=1[O:38][CH3:39], predict the reaction product. The product is: [Cl:1][C:2]1[CH:3]=[CH:4][C:5]([C:8](=[O:12])[C:9]([NH:46][C:41]2[CH:42]=[CH:43][CH:44]=[CH:45][C:40]=2[C:34]2[CH:35]=[CH:36][C:37]([O:38][CH3:39])=[C:32]([O:31][CH3:30])[CH:33]=2)=[O:11])=[CH:6][CH:7]=1. (3) Given the reactants [Cl:1][C:2]1[CH:3]=[CH:4][C:5]([C:28]([F:31])([F:30])[F:29])=[C:6]([CH:27]=1)[CH2:7][N:8]1[CH2:13][CH2:12][NH:11][C:10]2[N:14]=[CH:15][C:16]([C:18]3[CH:19]=[C:20]([CH:24]=[CH:25][CH:26]=3)[C:21](O)=[O:22])=[CH:17][C:9]1=2.[NH2:32][CH:33]1[C:41]2[C:36](=[CH:37][CH:38]=[CH:39][CH:40]=2)[CH2:35][CH2:34]1, predict the reaction product. The product is: [Cl:1][C:2]1[CH:3]=[CH:4][C:5]([C:28]([F:31])([F:29])[F:30])=[C:6]([CH:27]=1)[CH2:7][N:8]1[CH2:13][CH2:12][NH:11][C:10]2[N:14]=[CH:15][C:16]([C:18]3[CH:19]=[C:20]([CH:24]=[CH:25][CH:26]=3)[C:21]([NH:32][CH:33]3[C:41]4[C:36](=[CH:37][CH:38]=[CH:39][CH:40]=4)[CH2:35][CH2:34]3)=[O:22])=[CH:17][C:9]1=2. (4) Given the reactants Cl[C:2]1[C:3]([C:19]#[N:20])=[N:4][CH:5]=[C:6]([C:8]#[C:9][C:10]2[C:15]([CH3:16])=[CH:14][C:13]([CH3:17])=[CH:12][C:11]=2[CH3:18])[CH:7]=1.[CH3:21][C:22]1[CH:23]=[CH:24][C:25](B2OC(C)(C)C(C)(C)O2)=[C:26]([NH:28]C(=O)OC(C)(C)C)[CH:27]=1.C(=O)([O-])[O-].[Na+].[Na+], predict the reaction product. The product is: [C:11]1([CH3:18])[CH:12]=[C:13]([CH3:17])[CH:14]=[C:15]([CH3:16])[C:10]=1[C:9]#[C:8][C:6]1[CH:5]=[N:4][C:3]2[C:2]([CH:7]=1)=[C:25]1[CH:24]=[CH:23][C:22]([CH3:21])=[CH:27][C:26]1=[N:28][C:19]=2[NH2:20]. (5) Given the reactants [NH2:1][C@@H:2]1[CH2:7][CH2:6][C@H:5]([NH:8][C:9]2[CH:14]=[C:13]([N:15]([CH3:17])[CH3:16])[C:12]([CH3:18])=[CH:11][N:10]=2)[CH2:4][CH2:3]1.CCN(CC)CC.[Cl:26][C:27]1[CH:28]=[C:29]([S:34](Cl)(=[O:36])=[O:35])[CH:30]=[CH:31][C:32]=1[F:33].C([O-])(O)=O.[Na+], predict the reaction product. The product is: [ClH:26].[Cl:26][C:27]1[CH:28]=[C:29]([S:34]([NH:1][C@H:2]2[CH2:3][CH2:4][C@@H:5]([NH:8][C:9]3[CH:14]=[C:13]([N:15]([CH3:17])[CH3:16])[C:12]([CH3:18])=[CH:11][N:10]=3)[CH2:6][CH2:7]2)(=[O:35])=[O:36])[CH:30]=[CH:31][C:32]=1[F:33].